From a dataset of Full USPTO retrosynthesis dataset with 1.9M reactions from patents (1976-2016). Predict the reactants needed to synthesize the given product. (1) Given the product [Cl:31][C:2]1[N:6]([C:7]2[C:8]([Cl:18])=[CH:9][C:10]([C:14]([F:16])([F:17])[F:15])=[CH:11][C:12]=2[Cl:13])[N:5]=[C:4]([C:19]2([CH3:24])[CH2:21][C:20]2([Cl:22])[Cl:23])[C:3]=1[C:25]#[N:26], predict the reactants needed to synthesize it. The reactants are: N[C:2]1[N:6]([C:7]2[C:12]([Cl:13])=[CH:11][C:10]([C:14]([F:17])([F:16])[F:15])=[CH:9][C:8]=2[Cl:18])[N:5]=[C:4]([C:19]2([CH3:24])[CH2:21][C:20]2([Cl:23])[Cl:22])[C:3]=1[C:25]#[N:26].N([O-])=O.[Na+].[ClH:31]. (2) Given the product [CH3:1][N:2]1[C:10]2[CH:9]=[C:8]3[O:11][CH2:12][CH2:13][O:14][C:7]3=[CH:6][C:5]=2[CH:4]([C:19]2[CH:24]=[CH:23][CH:22]=[CH:21][C:20]=2[N+:25]([O-:27])=[O:26])[C:3]1=[O:15], predict the reactants needed to synthesize it. The reactants are: [CH3:1][N:2]1[C:10]2[CH:9]=[C:8]3[O:11][CH2:12][CH2:13][O:14][C:7]3=[CH:6][C:5]=2[CH2:4][C:3]1=[O:15].[H-].[Na+].F[C:19]1[CH:24]=[CH:23][CH:22]=[CH:21][C:20]=1[N+:25]([O-:27])=[O:26].Cl. (3) The reactants are: Br[C:2]1[CH:7]=[CH:6][N:5]=[C:4]([C:8]([N:10]2[CH2:15][CH2:14][N:13]([S:16]([C:19]3[CH:24]=[CH:23][C:22]([C:25]([F:28])([F:27])[F:26])=[CH:21][CH:20]=3)(=[O:18])=[O:17])[CH2:12][CH2:11]2)=[O:9])[CH:3]=1.CC1(C)C(C)(C)OB([C:37]2[CH:42]=[CH:41][CH:40]=[CH:39][N:38]=2)O1.C(=O)([O-])[O-].[Na+].[Na+].COCCOC. Given the product [F:26][C:25]([F:28])([F:27])[C:22]1[CH:23]=[CH:24][C:19]([S:16]([N:13]2[CH2:14][CH2:15][N:10]([C:8]([C:4]3[CH:3]=[C:2]([C:37]4[CH:42]=[CH:41][CH:40]=[CH:39][N:38]=4)[CH:7]=[CH:6][N:5]=3)=[O:9])[CH2:11][CH2:12]2)(=[O:18])=[O:17])=[CH:20][CH:21]=1, predict the reactants needed to synthesize it. (4) Given the product [CH3:1][NH:2][C:3]([C:5]1[C:15]([CH2:16][CH2:17][C@@H:18]([OH:25])[C:19]2[CH:24]=[CH:23][CH:22]=[CH:21][CH:20]=2)=[C:14]([OH:26])[C:8]2[N:9]=[C:10]([CH3:13])[N:11]([CH3:12])[C:7]=2[CH:6]=1)=[O:4], predict the reactants needed to synthesize it. The reactants are: [CH3:1][NH:2][C:3]([C:5]1[C:15]([CH2:16][CH2:17][C:18](=[O:25])[C:19]2[CH:24]=[CH:23][CH:22]=[CH:21][CH:20]=2)=[C:14]([OH:26])[C:8]2[N:9]=[C:10]([CH3:13])[N:11]([CH3:12])[C:7]=2[CH:6]=1)=[O:4].O.CC([O-])(C)C.[K+]. (5) Given the product [Br-:1].[F:19][C:16]1[CH:17]=[CH:18][C:13]([C:5]2[CH:4]=[C:3]([CH:12]=[CH:11][C:6]=2[C:7]([O:9][CH3:10])=[O:8])[CH2:2][P+:26]([C:27]2[CH:28]=[CH:29][CH:30]=[CH:31][CH:32]=2)([C:33]2[CH:38]=[CH:37][CH:36]=[CH:35][CH:34]=2)[C:20]2[CH:21]=[CH:22][CH:23]=[CH:24][CH:25]=2)=[CH:14][CH:15]=1, predict the reactants needed to synthesize it. The reactants are: [Br:1][CH2:2][C:3]1[CH:12]=[CH:11][C:6]([C:7]([O:9][CH3:10])=[O:8])=[C:5]([C:13]2[CH:18]=[CH:17][C:16]([F:19])=[CH:15][CH:14]=2)[CH:4]=1.[C:20]1([P:26]([C:33]2[CH:38]=[CH:37][CH:36]=[CH:35][CH:34]=2)[C:27]2[CH:32]=[CH:31][CH:30]=[CH:29][CH:28]=2)[CH:25]=[CH:24][CH:23]=[CH:22][CH:21]=1. (6) Given the product [CH3:21][C:22]1[O:23][C:24]([C:28]([N:18]2[C:15]3[CH:16]=[C:17]4[C:12]([CH:11]=[CH:10][N:9]=[C:8]4[N:5]4[CH2:4][CH2:3][N:2]([CH3:1])[CH2:7][CH2:6]4)=[CH:13][C:14]=3[CH2:20][CH2:19]2)=[O:29])=[C:25]([CH3:27])[N:26]=1, predict the reactants needed to synthesize it. The reactants are: [CH3:1][N:2]1[CH2:7][CH2:6][N:5]([C:8]2[C:17]3[C:12](=[CH:13][C:14]4[CH2:20][CH2:19][NH:18][C:15]=4[CH:16]=3)[CH:11]=[CH:10][N:9]=2)[CH2:4][CH2:3]1.[CH3:21][C:22]1[O:23][C:24]([C:28](OCC)=[O:29])=[C:25]([CH3:27])[N:26]=1. (7) Given the product [CH3:1][O:2][C:3](=[O:25])[C:4]1[CH:9]=[CH:8][C:7]([C:10]([CH2:11][CH3:12])([C:13]2[CH:18]=[CH:17][C:16]([C:19]#[C:20][C:38]([CH2:39][CH3:40])([OH:41])[CH2:37][CH3:36])=[C:15]([CH3:21])[CH:14]=2)[CH2:22][CH3:23])=[CH:6][C:5]=1[CH3:24], predict the reactants needed to synthesize it. The reactants are: [CH3:1][O:2][C:3](=[O:25])[C:4]1[CH:9]=[CH:8][C:7]([C:10]([CH2:22][CH3:23])([C:13]2[CH:18]=[CH:17][C:16]([C:19]#[CH:20])=[C:15]([CH3:21])[CH:14]=2)[CH2:11][CH3:12])=[CH:6][C:5]=1[CH3:24].C[Si](C)(C)[N-][Si](C)(C)C.[Li+].[CH3:36][CH2:37][C:38](=[O:41])[CH2:39][CH3:40].